From a dataset of Full USPTO retrosynthesis dataset with 1.9M reactions from patents (1976-2016). Predict the reactants needed to synthesize the given product. (1) Given the product [NH2:9][C:10]1[CH:15]=[CH:14][CH:13]=[CH:12][C:11]=1[NH:16][C:17](=[O:37])[C:18]1[CH:23]=[CH:22][C:21]([CH:24]2[CH2:29][CH2:28][NH:27][CH2:26][CH2:25]2)=[CH:20][CH:19]=1, predict the reactants needed to synthesize it. The reactants are: Cl.C(OC([NH:9][C:10]1[CH:15]=[CH:14][CH:13]=[CH:12][C:11]=1[NH:16][C:17](=[O:37])[C:18]1[CH:23]=[CH:22][C:21]([CH:24]2[CH2:29][CH2:28][N:27](C(OC(C)(C)C)=O)[CH2:26][CH2:25]2)=[CH:20][CH:19]=1)=O)(C)(C)C. (2) The reactants are: [CH3:1][O:2][CH:3]([O:8][CH3:9])[C:4](OC)=[O:5].[CH3:10][C:11]1[C:16]([CH2:17][NH2:18])=[CH:15][CH:14]=[CH:13][CH:12]=1. Given the product [CH3:1][O:2][CH:3]([O:8][CH3:9])[C:4]([NH:18][CH2:17][C:16]1[CH:15]=[CH:14][CH:13]=[CH:12][C:11]=1[CH3:10])=[O:5], predict the reactants needed to synthesize it. (3) Given the product [O:6]1[CH:7]=[CH:8][N:9]=[C:5]1[C:3]([C@@H:2]([NH:1][C:24](=[O:25])[C@@H:23]([C@H:14]([OH:13])[C:15]([N:17]1[CH2:18][CH2:19][O:20][CH2:21][CH2:22]1)=[O:16])[CH2:27][CH2:28][CH2:29][C:30]1[CH:31]=[CH:32][CH:33]=[CH:34][CH:35]=1)[CH2:10][CH3:11])=[O:4], predict the reactants needed to synthesize it. The reactants are: [NH2:1][C@@H:2]([CH2:10][CH3:11])[C:3]([C:5]1[O:6][CH:7]=[CH:8][N:9]=1)=[O:4].Cl.[OH:13][C@@H:14]([C@@H:23]([CH2:27][CH2:28][CH2:29][C:30]1[CH:35]=[CH:34][CH:33]=[CH:32][CH:31]=1)[C:24](O)=[O:25])[C:15]([N:17]1[CH2:22][CH2:21][O:20][CH2:19][CH2:18]1)=[O:16]. (4) Given the product [CH2:1]([C:5]1[C:9]([CH2:10][OH:11])=[CH:8][O:7][N:6]=1)[CH2:2][CH2:3][CH3:4], predict the reactants needed to synthesize it. The reactants are: [CH2:1]([C:5]1[C:9]([C:10](O)=[O:11])=[CH:8][O:7][N:6]=1)[CH2:2][CH2:3][CH3:4].C(N(CC)CC)C.C(OC(Cl)=O)C.[BH4-].[Na+]. (5) Given the product [F:28][C:25]1[CH:26]=[CH:27][C:22]([NH:1][C:2]2[CH:3]=[CH:4][C:5]3[C:11](=[O:12])[C:10]4[CH:13]=[CH:14][C:15]([N+:17]([O-:19])=[O:18])=[CH:16][C:9]=4[CH2:8][O:7][C:6]=3[CH:20]=2)=[C:23]([N+:29]([O-:31])=[O:30])[CH:24]=1, predict the reactants needed to synthesize it. The reactants are: [NH2:1][C:2]1[CH:3]=[CH:4][C:5]2[C:11](=[O:12])[C:10]3[CH:13]=[CH:14][C:15]([N+:17]([O-:19])=[O:18])=[CH:16][C:9]=3[CH2:8][O:7][C:6]=2[CH:20]=1.Br[C:22]1[CH:27]=[CH:26][C:25]([F:28])=[CH:24][C:23]=1[N+:29]([O-:31])=[O:30].C1(P(C2CCCCC2)C2C=CC=CC=2C2C(C(C)C)=CC(C(C)C)=CC=2C(C)C)CCCCC1.CC([O-])(C)C.[K+]. (6) Given the product [Br:1][C:2]1[CH:9]=[CH:8][C:5]([C:6]2[N:25]([C:22]3[CH:23]=[CH:24][C:19]([S:16]([NH2:15])(=[O:17])=[O:18])=[CH:20][CH:21]=3)[C:11]([CH3:10])=[CH:12][CH:13]=2)=[CH:4][CH:3]=1, predict the reactants needed to synthesize it. The reactants are: [Br:1][C:2]1[CH:9]=[CH:8][C:5]([CH:6]=O)=[CH:4][CH:3]=1.[CH3:10][C:11](=O)[CH:12]=[CH2:13].[NH2:15][S:16]([C:19]1[CH:24]=[CH:23][C:22]([NH2:25])=[CH:21][CH:20]=1)(=[O:18])=[O:17]. (7) Given the product [CH3:24][C:23]([C:26]1[CH:27]=[C:28]([S:32]([N:35]2[C:43]3[C:38](=[CH:39][C:40]([C:44]([F:45])([F:47])[F:46])=[CH:41][CH:42]=3)[CH:37]=[C:36]2[CH2:48][C:49]2[CH:57]=[CH:56][C:52]([C:53]([N:59]([C:58]([O:60][C:61]([CH3:64])([CH3:63])[CH3:62])=[O:65])[NH2:3])=[O:55])=[CH:51][CH:50]=2)(=[O:33])=[O:34])[CH:29]=[CH:30][CH:31]=1)([CH3:25])[CH3:22], predict the reactants needed to synthesize it. The reactants are: CC[N:3]=C=NCCCN(C)C.C1C=NC2N(O)N=NC=2C=1.[CH3:22][C:23]([C:26]1[CH:27]=[C:28]([S:32]([N:35]2[C:43]3[C:38](=[CH:39][C:40]([C:44]([F:47])([F:46])[F:45])=[CH:41][CH:42]=3)[CH:37]=[C:36]2[CH2:48][C:49]2[CH:57]=[CH:56][C:52]([C:53]([OH:55])=O)=[CH:51][CH:50]=2)(=[O:34])=[O:33])[CH:29]=[CH:30][CH:31]=1)([CH3:25])[CH3:24].[C:58](=[O:65])([O:60][C:61]([CH3:64])([CH3:63])[CH3:62])[NH2:59].